Dataset: Full USPTO retrosynthesis dataset with 1.9M reactions from patents (1976-2016). Task: Predict the reactants needed to synthesize the given product. (1) Given the product [N:30]1[C:39]2[C:34](=[CH:35][CH:36]=[CH:37][C:38]=2[CH:40]([C:6]2[N:5]([C:7]([C:14]3[CH:19]=[CH:18][CH:17]=[CH:16][CH:15]=3)([C:8]3[CH:9]=[CH:10][CH:11]=[CH:12][CH:13]=3)[C:20]3[CH:25]=[CH:24][CH:23]=[CH:22][CH:21]=3)[CH:4]=[N:3][CH:2]=2)[OH:41])[CH:33]=[CH:32][CH:31]=1, predict the reactants needed to synthesize it. The reactants are: I[C:2]1[N:3]=[CH:4][N:5]([C:7]([C:20]2[CH:25]=[CH:24][CH:23]=[CH:22][CH:21]=2)([C:14]2[CH:19]=[CH:18][CH:17]=[CH:16][CH:15]=2)[C:8]2[CH:13]=[CH:12][CH:11]=[CH:10][CH:9]=2)[CH:6]=1.C([Mg]Br)C.[N:30]1[C:39]2[C:34](=[CH:35][CH:36]=[CH:37][C:38]=2[CH:40]=[O:41])[CH:33]=[CH:32][CH:31]=1. (2) Given the product [F:1][C@@H:2]1[CH2:7][CH2:6][CH2:5][CH2:4][C@H:3]1[O:8][C:9]1[N:10]=[C:11]([O:42][CH2:43][CH2:44][CH3:45])[C:12]2[N:17]=[C:16]([C:18]3[CH:19]=[C:20]([CH3:41])[C:21]([O:22][CH2:23][C:24]([N:26]4[CH2:30][CH2:29][CH2:28][C@H:27]4[C:31]([OH:33])=[O:32])=[O:25])=[C:38]([CH3:40])[CH:39]=3)[O:15][C:13]=2[N:14]=1, predict the reactants needed to synthesize it. The reactants are: [F:1][C@@H:2]1[CH2:7][CH2:6][CH2:5][CH2:4][C@H:3]1[O:8][C:9]1[N:10]=[C:11]([O:42][CH2:43][CH2:44][CH3:45])[C:12]2[N:17]=[C:16]([C:18]3[CH:39]=[C:38]([CH3:40])[C:21]([O:22][CH2:23][C:24]([N:26]4[CH2:30][CH2:29][CH2:28][C@H:27]4[C:31]([O:33]C(C)(C)C)=[O:32])=[O:25])=[C:20]([CH3:41])[CH:19]=3)[O:15][C:13]=2[N:14]=1. (3) The reactants are: [OH:1][C:2]1[CH:3]=[C:4]([CH:10]=[CH:11][CH:12]=1)[C:5]([O:7][CH2:8][CH3:9])=[O:6].C([O-])([O-])=O.[K+].[K+].[Br:19][CH2:20][CH2:21]Br. Given the product [Br:19][CH2:20][CH2:21][O:1][C:2]1[CH:3]=[C:4]([CH:10]=[CH:11][CH:12]=1)[C:5]([O:7][CH2:8][CH3:9])=[O:6], predict the reactants needed to synthesize it. (4) Given the product [ClH:1].[CH3:32][N:8]([CH3:7])[C:9]1([C:26]2[CH:31]=[CH:30][CH:29]=[CH:28][CH:27]=2)[CH2:10][CH2:11][CH:12]([CH2:15][C:16]([NH:18][C:19]2[CH:20]=[CH:21][C:22]([F:25])=[CH:23][CH:24]=2)=[O:17])[CH2:13][CH2:14]1, predict the reactants needed to synthesize it. The reactants are: [Cl:1][Si](C)(C)C.O.[CH3:7][N:8]([CH3:32])[C:9]1([C:26]2[CH:31]=[CH:30][CH:29]=[CH:28][CH:27]=2)[CH2:14][CH2:13][CH:12]([CH2:15][C:16]([NH:18][C:19]2[CH:24]=[CH:23][C:22]([F:25])=[CH:21][CH:20]=2)=[O:17])[CH2:11][CH2:10]1.CO. (5) The reactants are: [CH3:1][N:2]1[CH2:7][CH2:6][CH:5]([O:8][C:9]2[CH:18]=[CH:17][C:12]([C:13]([O:15]C)=[O:14])=[CH:11][C:10]=2[C:19]([F:22])([F:21])[F:20])[CH2:4][CH2:3]1.[OH-].[Na+].Cl.C(Cl)Cl.CO. Given the product [CH3:1][N:2]1[CH2:7][CH2:6][CH:5]([O:8][C:9]2[CH:18]=[CH:17][C:12]([C:13]([OH:15])=[O:14])=[CH:11][C:10]=2[C:19]([F:20])([F:21])[F:22])[CH2:4][CH2:3]1, predict the reactants needed to synthesize it.